The task is: Predict the reaction yield, written as a fraction of the theoretical maximum amount of product (1.0 means a 100% yield; for example, 0.34 means a 34% yield).. This data is from Reaction yield outcomes from USPTO patents with 853,638 reactions. (1) The reactants are [Br:1][CH2:2][C:3]1[CH:10]=[CH:9][C:6]([C:7]#N)=[CH:5][C:4]=1[Cl:11].[H-].C([Al+]CC(C)C)C(C)C.Cl.[OH2:23]. The catalyst is C1(C)C=CC=CC=1. The product is [Br:1][CH2:2][C:3]1[CH:10]=[CH:9][C:6]([CH:7]=[O:23])=[CH:5][C:4]=1[Cl:11]. The yield is 0.800. (2) The reactants are [SH:1][C:2]1[C:3]2[C:13](=[O:14])[N:12]([C:15]3[CH:20]=[CH:19][CH:18]=[CH:17][CH:16]=3)[C:11](=[O:21])[N:10]([C:22]3[CH:27]=[CH:26][CH:25]=[CH:24][CH:23]=3)[C:4]=2[N:5]([CH3:9])[C:6](=[O:8])[N:7]=1.[CH3:28]N(C)C=O.C(=O)([O-])[O-].[K+].[K+].CI. The catalyst is O. The product is [CH3:9][N:5]1[C:4]2[N:10]([C:22]3[CH:27]=[CH:26][CH:25]=[CH:24][CH:23]=3)[C:11](=[O:21])[N:12]([C:15]3[CH:20]=[CH:19][CH:18]=[CH:17][CH:16]=3)[C:13](=[O:14])[C:3]=2[C:2]([S:1][CH3:28])=[N:7][C:6]1=[O:8]. The yield is 0.890. (3) The reactants are C(=O)([O-])[O-].[Cs+].[Cs+].[F:7][C:8]([F:20])([F:19])[O:9][C:10]1[CH:11]=[C:12](B(O)O)[CH:13]=[CH:14][CH:15]=1.ClCCl.[CH3:24][O:25][C:26]1[CH:56]=[C:55]([O:57][CH3:58])[CH:54]=[CH:53][C:27]=1[CH2:28][N:29]1[CH2:34][CH:33]([CH:35]2[CH2:40][CH2:39][N:38]([C:41]([O:43][C:44]([CH3:47])([CH3:46])[CH3:45])=[O:42])[CH2:37][CH2:36]2)[N:32]2[CH:48]=[C:49](I)[CH:50]=[C:31]2[C:30]1=[O:52]. The catalyst is O1CCOCC1.O. The product is [CH3:24][O:25][C:26]1[CH:56]=[C:55]([O:57][CH3:58])[CH:54]=[CH:53][C:27]=1[CH2:28][N:29]1[CH2:34][CH:33]([CH:35]2[CH2:36][CH2:37][N:38]([C:41]([O:43][C:44]([CH3:47])([CH3:46])[CH3:45])=[O:42])[CH2:39][CH2:40]2)[N:32]2[CH:48]=[C:49]([C:12]3[CH:13]=[CH:14][CH:15]=[C:10]([O:9][C:8]([F:20])([F:19])[F:7])[CH:11]=3)[CH:50]=[C:31]2[C:30]1=[O:52]. The yield is 0.320. (4) The reactants are [CH2:1]([N:8]1[CH:14]2[CH2:15][CH:10]([O:11][C:12]3[CH:19]=[C:18]([OH:20])[CH:17]=[CH:16][C:13]=32)[CH2:9]1)[C:2]1[CH:7]=[CH:6][CH:5]=[CH:4][CH:3]=1.C(N(CC)CC)C.[C:28]([S:32](O[S:32]([C:28]([F:31])([F:30])[F:29])(=[O:34])=[O:33])(=[O:34])=[O:33])([F:31])([F:30])[F:29]. The catalyst is C(Cl)Cl. The product is [F:29][C:28]([F:31])([F:30])[S:32]([O:20][C:18]1[CH:17]=[CH:16][C:13]2[CH:14]3[CH2:15][CH:10]([O:11][C:12]=2[CH:19]=1)[CH2:9][N:8]3[CH2:1][C:2]1[CH:3]=[CH:4][CH:5]=[CH:6][CH:7]=1)(=[O:34])=[O:33]. The yield is 0.540. (5) The reactants are Cl.[C:2]([C:4]1[C:5](O)=[C:6]([C:10]2[N:20]=[CH:19][CH:18]=[CH:17][C:11]=2[C:12]([O:14][CH2:15][CH3:16])=[O:13])[CH:7]=[CH:8][CH:9]=1)#[N:3].CS([O:26][CH2:27][CH2:28][CH2:29][CH2:30][C:31]1[CH:36]=[C:35]([C:37]([CH3:40])([CH3:39])[CH3:38])[C:34]([O:41][CH2:42][O:43][CH3:44])=[C:33]([C:45]([CH3:48])([CH3:47])[CH3:46])[CH:32]=1)(=O)=O.C(=O)([O-])[O-].[K+].[K+]. The catalyst is CN(C=O)C. The product is [C:2]([C:4]1[CH:5]=[C:6]([C:10]2[N:20]=[CH:19][CH:18]=[CH:17][C:11]=2[C:12]([O:14][CH2:15][CH3:16])=[O:13])[CH:7]=[CH:8][C:9]=1[O:26][CH2:27][CH2:28][CH2:29][CH2:30][C:31]1[CH:32]=[C:33]([C:45]([CH3:48])([CH3:47])[CH3:46])[C:34]([O:41][CH2:42][O:43][CH3:44])=[C:35]([C:37]([CH3:40])([CH3:39])[CH3:38])[CH:36]=1)#[N:3]. The yield is 0.930. (6) The reactants are CC1(C)O[C:6](=[O:8])[C:5](=[CH:9][NH:10][C:11]2[CH:15]=[CH:14][N:13]([CH3:16])[N:12]=2)C(=O)O1.C1(OC2C=CC=CC=2)C=CC=CC=1. The catalyst is CC(C)=O. The product is [CH3:16][N:13]1[CH:14]=[C:15]2[C:11]([NH:10][CH:9]=[CH:5][C:6]2=[O:8])=[N:12]1. The yield is 0.400. (7) The reactants are C1(C)C=CC(S(O[C@@H:11]([CH2:13]/[CH:14]=[CH:15]/[C:16]2[CH:17]=[N:18][CH:19]=[CH:20][CH:21]=2)[CH3:12])(=O)=O)=CC=1.[CH3:23][NH2:24]. The catalyst is C(O)C. The product is [CH3:23][NH:24][C@H:11]([CH2:13]/[CH:14]=[CH:15]/[C:16]1[CH:17]=[N:18][CH:19]=[CH:20][CH:21]=1)[CH3:12]. The yield is 0.240. (8) The reactants are [C:1]([NH:8][C@@H:9]([CH2:13][C:14]1[CH:21]=[C:19]([OH:20])[C:17]([OH:18])=[CH:16][CH:15]=1)[C:10]([OH:12])=[O:11])([O:3][C:4]([CH3:7])([CH3:6])[CH3:5])=[O:2].[OH-].[CH2:23]([N+:27]([CH2:36][CH2:37][CH2:38][CH3:39])([CH2:32][CH2:33][CH2:34][CH3:35])[CH2:28][CH2:29][CH2:30][CH3:31])[CH2:24][CH2:25][CH3:26]. The catalyst is CO. The product is [CH2:36]([N+:27]([CH2:23][CH2:24][CH2:25][CH3:26])([CH2:28][CH2:29][CH2:30][CH3:31])[CH2:32][CH2:33][CH2:34][CH3:35])[CH2:37][CH2:38][CH3:39].[OH:20][C:19]1[CH:21]=[C:14]([CH2:13][C@H:9]([NH:8][C:1]([O:3][C:4]([CH3:7])([CH3:6])[CH3:5])=[O:2])[C:10]([O-:12])=[O:11])[CH:15]=[CH:16][C:17]=1[OH:18]. The yield is 0.830. (9) The reactants are [NH2:1][C:2]1[N:7]=[CH:6][C:5]([C:8]2[CH:9]=[N:10][C:11]([OH:14])=[CH:12][CH:13]=2)=[CH:4][C:3]=1[O:15][CH:16]([C:18]1[C:23]([Cl:24])=[CH:22][CH:21]=[C:20]([F:25])[C:19]=1[Cl:26])[CH3:17].C1(P(C2C=CC=CC=2)C2C=CC=CC=2)C=CC=CC=1.[N:46]1([CH2:52][CH2:53]O)[CH2:51][CH2:50][O:49][CH2:48][CH2:47]1.CCOC(/N=N/C(OCC)=O)=O. No catalyst specified. The product is [Cl:26][C:19]1[C:20]([F:25])=[CH:21][CH:22]=[C:23]([Cl:24])[C:18]=1[CH:16]([O:15][C:3]1[CH:4]=[C:5]([C:8]2[CH:9]=[N:10][C:11]([O:14][CH2:53][CH2:52][N:46]3[CH2:51][CH2:50][O:49][CH2:48][CH2:47]3)=[CH:12][CH:13]=2)[CH:6]=[N:7][C:2]=1[NH2:1])[CH3:17]. The yield is 0.530.